Task: Binary Classification. Given a miRNA mature sequence and a target amino acid sequence, predict their likelihood of interaction.. Dataset: Experimentally validated miRNA-target interactions with 360,000+ pairs, plus equal number of negative samples (1) The protein sequence of the target gene is MFTIKLLLFIVPLVISSRIDQDNSSFDSLSPEPKSRFAMLDDVKILANGLLQLGHGLKDFVHKTKGQINDIFQKLNIFDQSFYDLSLQTSEIKEEEKELRRTTYKLQVKNEEVKNMSLELNSKLESLLEEKILLQQKVKYLEEQLTNLIQNQPETPEHPEVTSLKTFVEKQDNSIKDLLQTVEDQYKQLNQQHSQIKEIENQLRRTSIQEPTEISLSSKPRAPRTTPFLQLNEIRNVKHDGIPAECTTIYNRGEHTSGMYAIRPSNSQVFHVYCDVISGSPWTLIQHRIDGSQNFNETWE.... Result: 0 (no interaction). The miRNA is hsa-miR-30d-5p with sequence UGUAAACAUCCCCGACUGGAAG. (2) The miRNA is hsa-miR-7847-3p with sequence CGUGGAGGACGAGGAGGAGGC. The protein sequence of the target gene is MKQESAAPNTPPTSQSPTPSAQFPRNDGDPQALWIFGYGSLVWRPDFAYSDSRVGFVRGYSRRFWQGDTFHRGSDKMPGRVVTLLEDHEGCTWGVAYQVQGEQVSKALKYLNVREAVLGGYDTKEVTFYPQDAPDQPLKALAYVATPQNPGYLGPAPEEAIATQILACRGFSGHNLEYLLRLADFMQLCGPQAQDEHLAAIVDAVGTMLPCFCPTEQALALV. Result: 1 (interaction).